From a dataset of Full USPTO retrosynthesis dataset with 1.9M reactions from patents (1976-2016). Predict the reactants needed to synthesize the given product. (1) Given the product [N:1]1([C:7]([CH2:9][O:10][C:11]2[CH:16]=[CH:15][C:14]([C:17]([CH3:20])([CH3:19])[CH3:18])=[CH:13][C:12]=2[NH2:21])=[O:8])[CH2:6][CH2:5][O:4][CH2:3][CH2:2]1, predict the reactants needed to synthesize it. The reactants are: [N:1]1([C:7]([CH2:9][O:10][C:11]2[CH:16]=[CH:15][C:14]([C:17]([CH3:20])([CH3:19])[CH3:18])=[CH:13][C:12]=2[N+:21]([O-])=O)=[O:8])[CH2:6][CH2:5][O:4][CH2:3][CH2:2]1.CCO. (2) The reactants are: [Cl:1][C:2]1[C:7]([N:8]2[CH2:13][CH2:12][C@@H:11]([NH:14][CH:15]3[CH2:18][O:17][CH2:16]3)[C@H:10]([OH:19])[CH2:9]2)=[CH:6][C:5]([C:20]#[N:21])=[CH:4][C:3]=1[NH:22][C:23]1[N:28]=[C:27]([NH:29][CH2:30][CH3:31])[C:26]2=[N:32][CH:33]=[C:34]([C:35]#[N:36])[N:25]2[N:24]=1.[C:37](N1C=CN=C1)(N1C=CN=C1)=[O:38]. Given the product [Cl:1][C:2]1[C:7]([N:8]2[CH2:13][CH2:12][C@H:11]3[N:14]([CH:15]4[CH2:16][O:17][CH2:18]4)[C:37](=[O:38])[O:19][C@@H:10]3[CH2:9]2)=[CH:6][C:5]([C:20]#[N:21])=[CH:4][C:3]=1[NH:22][C:23]1[N:28]=[C:27]([NH:29][CH2:30][CH3:31])[C:26]2=[N:32][CH:33]=[C:34]([C:35]#[N:36])[N:25]2[N:24]=1, predict the reactants needed to synthesize it. (3) Given the product [OH:1][C:2]1[C:9]([I:22])=[CH:8][C:7]([O:10][C:11]([F:12])([F:13])[F:14])=[CH:6][C:3]=1[CH:4]=[O:5], predict the reactants needed to synthesize it. The reactants are: [OH:1][C:2]1[CH:9]=[CH:8][C:7]([O:10][C:11]([F:14])([F:13])[F:12])=[CH:6][C:3]=1[CH:4]=[O:5].C1C(=O)N([I:22])C(=O)C1.S([O-])([O-])(=O)=S.[Na+].[Na+]. (4) Given the product [S:15]1[CH:16]=[CH:17][CH:21]=[C:14]1[CH:13]=[N:12][CH:7]([CH2:8][CH:9]([CH3:11])[CH3:10])[C:6]([O:5][C:1]([CH3:4])([CH3:3])[CH3:2])=[O:19], predict the reactants needed to synthesize it. The reactants are: [C:1]([O:5][C:6](=[O:19])[CH:7]([N:12]=[CH:13][C:14]1[S:15][CH:16]=[CH:17]N=1)[CH2:8][CH:9]([CH3:11])[CH3:10])([CH3:4])([CH3:3])[CH3:2].S1C=CC=[C:21]1C=O. (5) Given the product [C:1]([C:3](=[C:26]1[CH2:31][CH2:30][CH2:29][CH2:28][CH2:27]1)[C:4]([NH:6][C:7]1[CH:8]=[CH:9][C:10]([CH2:13][CH2:14][CH2:15][C:16]2[CH:17]=[CH:18][C:19]([C:20]([O:22][CH3:23])=[O:21])=[CH:24][CH:25]=2)=[CH:11][CH:12]=1)=[O:5])#[N:2], predict the reactants needed to synthesize it. The reactants are: [C:1]([CH2:3][C:4]([NH:6][C:7]1[CH:12]=[CH:11][C:10]([CH2:13][CH2:14][CH2:15][C:16]2[CH:25]=[CH:24][C:19]([C:20]([O:22][CH3:23])=[O:21])=[CH:18][CH:17]=2)=[CH:9][CH:8]=1)=[O:5])#[N:2].[C:26]1(=O)[CH2:31][CH2:30][CH2:29][CH2:28][CH2:27]1.N1CCOCC1.